Dataset: Retrosynthesis with 50K atom-mapped reactions and 10 reaction types from USPTO. Task: Predict the reactants needed to synthesize the given product. (1) Given the product CC(C)Nc1c(Cl)cnnc1N1CCNCC1, predict the reactants needed to synthesize it. The reactants are: C1CNCCN1.CC(C)Nc1c(Cl)cnnc1Cl. (2) Given the product CC(C)CNC[C@@H](OCc1ccccc1)[C@H](CC1CCCCC1)NC(=O)OC(C)(C)C, predict the reactants needed to synthesize it. The reactants are: CC(C)(C)OC(=O)N[C@@H](CC1CCCCC1)[C@H](C=O)OCc1ccccc1.CC(C)C[NH3+]. (3) The reactants are: CC(C)(C)OC(=O)N1CCC[C@@H](OC(N)=O)C1. Given the product NC(=O)O[C@@H]1CCCNC1, predict the reactants needed to synthesize it. (4) Given the product CC(C)(C)COCc1ccc(CN)cc1, predict the reactants needed to synthesize it. The reactants are: CC(C)(C)COCc1ccc(C#N)cc1. (5) Given the product COc1ccc(CNc2ccc(Br)c(Cl)c2Cl)cc1, predict the reactants needed to synthesize it. The reactants are: COc1ccc(CCl)cc1.Nc1ccc(Br)c(Cl)c1Cl. (6) The reactants are: C[C@H](NC(=O)OC(C)(C)C)C(=O)N[C@@H](CC1CC1)C(=O)N[C@@H](Cc1ccccc1)C(=O)[C@@]1(C)CO1. Given the product C[C@H](N)C(=O)N[C@@H](CC1CC1)C(=O)N[C@@H](Cc1ccccc1)C(=O)[C@@]1(C)CO1, predict the reactants needed to synthesize it.